The task is: Predict the reactants needed to synthesize the given product.. This data is from Retrosynthesis with 50K atom-mapped reactions and 10 reaction types from USPTO. (1) Given the product COc1ccc(-c2cccc(C(=O)Nc3cccc(-c4ccc(CC(=O)O)s4)c3)c2)c(OC)c1, predict the reactants needed to synthesize it. The reactants are: COC(=O)Cc1ccc(-c2cccc(NC(=O)c3cccc(-c4ccc(OC)cc4OC)c3)c2)s1. (2) Given the product Cc1c(-c2ccccc2S(C)=O)nc2cc(F)cc(F)c2c1Nc1cc(N2CCOCC2)cnc1N1CCOCC1, predict the reactants needed to synthesize it. The reactants are: Cc1c(-c2ccccc2S(C)=O)nc2cc(F)cc(F)c2c1Cl.Nc1cc(N2CCOCC2)cnc1N1CCOCC1. (3) Given the product CCOC(=O)C(N)C(OCC)OCC, predict the reactants needed to synthesize it. The reactants are: CCOC(=O)C(C(OCC)OCC)[N+](=O)[O-]. (4) Given the product Cc1cc(Cl)cnc1CN(CCCCN(C)C(=O)OC(C)(C)C)Cc1nccc2ccccc12, predict the reactants needed to synthesize it. The reactants are: Cc1cc(Cl)cnc1CNCCCCN(C)C(=O)OC(C)(C)C.O=Cc1nccc2ccccc12. (5) Given the product N#Cc1ccc(N(Cc2ccc3nonc3c2)c2cncnc2)cc1, predict the reactants needed to synthesize it. The reactants are: BrCc1ccc2nonc2c1.N#Cc1ccc(Nc2cncnc2)cc1. (6) Given the product Cc1ccc(S(=O)(=O)n2cc(-c3cc(N[C@H](COS(C)(=O)=O)C(C)(C)C)c(F)cn3)c3cc(F)cnc32)cc1, predict the reactants needed to synthesize it. The reactants are: CS(=O)(=O)Cl.Cc1ccc(S(=O)(=O)n2cc(-c3cc(N[C@H](CO)C(C)(C)C)c(F)cn3)c3cc(F)cnc32)cc1. (7) The reactants are: COc1ccc2nccc([C@@H](O)CN3CCNCC3)c2c1.O=C(NCCBr)OCc1ccccc1. Given the product COc1ccc2nccc([C@@H](O)CN3CCN(CCNC(=O)OCc4ccccc4)CC3)c2c1, predict the reactants needed to synthesize it. (8) Given the product CC(=O)SCCCCCC(=O)NCCCCCN, predict the reactants needed to synthesize it. The reactants are: CC(=O)SCCCCCC(=O)NCCCCCNC(=O)OC(C)(C)C. (9) Given the product Cc1ccc(C(=O)N2CCC(c3ccc(C#N)cc3)CC2)cc1NS(=O)(=O)CC(=O)O, predict the reactants needed to synthesize it. The reactants are: COC(=O)CS(=O)(=O)Nc1cc(C(=O)N2CCC(c3ccc(C#N)cc3)CC2)ccc1C. (10) Given the product CCCCCC[C@@H]([C@@H](C)O)n1cnc2c(N)ncnc21, predict the reactants needed to synthesize it. The reactants are: CCCCCC[C@@H]([C@@H](C)O[Si](C)(C)C(C)(C)C)n1cnc2c(N)ncnc21.